Predict the reaction yield, written as a fraction of the theoretical maximum amount of product (1.0 means a 100% yield; for example, 0.34 means a 34% yield). From a dataset of Reaction yield outcomes from USPTO patents with 853,638 reactions. (1) The product is [CH2:18]([N:8]1[CH:9]=[C:10]([CH2:11][CH2:12][CH2:13][OH:15])[C:6]([CH:3]([CH2:1][CH3:2])[CH2:4][CH3:5])=[N:7]1)[C:19]1[CH:24]=[CH:23][CH:22]=[CH:21][CH:20]=1. The yield is 0.800. The reactants are [CH2:1]([CH:3]([C:6]1[C:10]([CH2:11][CH2:12][C:13]([O:15]CC)=O)=[CH:9][NH:8][N:7]=1)[CH2:4][CH3:5])[CH3:2].[CH2:18](Br)[C:19]1[CH:24]=[CH:23][CH:22]=[CH:21][CH:20]=1.C(=O)([O-])[O-].[K+].[K+].CN(C)C=O. The catalyst is O. (2) The reactants are [C:1]([N:8]1[CH2:12][C@@H:11]([N:13]([CH:20]2[CH2:25][CH2:24][C:23]([CH3:27])([CH3:26])[CH2:22][CH2:21]2)[C:14](=[O:19])[C:15]([CH3:18])([CH3:17])[CH3:16])[CH2:10][C@@:9]1(C)[C:28]([O-:30])=[O:29])([O:3][C:4]([CH3:7])([CH3:6])[CH3:5])=[O:2].[Li+].[OH-]. The catalyst is CO.O. The product is [C:1]([N:8]1[CH2:12][C@@H:11]([N:13]([CH:20]2[CH2:25][CH2:24][C:23]([CH3:27])([CH3:26])[CH2:22][CH2:21]2)[C:14](=[O:19])[C:15]([CH3:18])([CH3:16])[CH3:17])[CH2:10][C@H:9]1[C:28]([OH:30])=[O:29])([O:3][C:4]([CH3:5])([CH3:6])[CH3:7])=[O:2]. The yield is 0.950. (3) The reactants are [Cl:1][C:2]1[CH:3]=[CH:4][C:5](F)=[C:6]([CH:9]=1)[C:7]#[N:8].[CH3:11][CH:12]1[CH2:17][CH:16]([CH3:18])[CH2:15][NH:14][CH2:13]1.C(=O)([O-])[O-].[Cs+].[Cs+].O. The catalyst is CN(C=O)C.C(OC(=O)C)C. The product is [Cl:1][C:2]1[CH:3]=[CH:4][C:5]([N:14]2[CH2:15][CH:16]([CH3:18])[CH2:17][CH:12]([CH3:11])[CH2:13]2)=[C:6]([CH:9]=1)[C:7]#[N:8]. The yield is 0.960. (4) The reactants are [C:1]([C:3]1[CH:8]=[CH:7][C:6]([C:9]2[CH:10]=[N:11][N:12]([C:15]3[CH:23]=[CH:22][C:18]([C:19]([OH:21])=O)=[CH:17][N:16]=3)[C:13]=2[OH:14])=[C:5]([CH3:24])[CH:4]=1)#[N:2].C1C=C2N=NN(O)C2=CC=1.O.Cl.[CH2:37]([N:39]=[C:40]=NCCCN(C)C)C.C(N(CC)CC)C.Cl.CNC.Cl. The catalyst is CN(C=O)C.CO.O. The product is [C:1]([C:3]1[CH:8]=[CH:7][C:6]([C:9]2[CH:10]=[N:11][N:12]([C:15]3[CH:23]=[CH:22][C:18]([C:19]([N:39]([CH3:40])[CH3:37])=[O:21])=[CH:17][N:16]=3)[C:13]=2[OH:14])=[C:5]([CH3:24])[CH:4]=1)#[N:2]. The yield is 0.660. (5) The reactants are CO[C:3](=[O:28])[C:4]1[CH:9]=[CH:8][C:7]([O:10][CH2:11][C:12]2[C:13]([C:21]3[CH:26]=[CH:25][C:24]([F:27])=[CH:23][CH:22]=3)=[N:14][O:15][C:16]=2[C:17]([F:20])([F:19])[F:18])=[N:6][CH:5]=1.COC(=O)C1C=CC(OCC2C(C3C=CC=C(F)C=3)=NOC=2C)=NC=1.[F:54][C:55]([F:59])([F:58])[CH2:56][NH2:57]. No catalyst specified. The product is [F:27][C:24]1[CH:25]=[CH:26][C:21]([C:13]2[C:12]([CH2:11][O:10][C:7]3[CH:8]=[CH:9][C:4]([C:3]([NH:57][CH2:56][C:55]([F:59])([F:58])[F:54])=[O:28])=[CH:5][N:6]=3)=[C:16]([C:17]([F:18])([F:19])[F:20])[O:15][N:14]=2)=[CH:22][CH:23]=1. The yield is 0.980. (6) The reactants are [CH3:1][C:2]1[CH:3]=[CH:4][CH:5]=[C:6]2[C:11]=1[N:10]=[CH:9][CH:8]=[C:7]2[N:12]1[CH2:17][CH2:16][NH:15][CH2:14][CH2:13]1.C(N(CC)CC)C.[C:25](Cl)(=[O:30])/[CH:26]=[CH:27]/[CH2:28][CH3:29]. The catalyst is ClCCl. The product is [CH3:1][C:2]1[CH:3]=[CH:4][CH:5]=[C:6]2[C:11]=1[N:10]=[CH:9][CH:8]=[C:7]2[N:12]1[CH2:17][CH2:16][N:15]([C:25](=[O:30])/[CH:26]=[CH:27]/[CH2:28][CH3:29])[CH2:14][CH2:13]1. The yield is 0.0900. (7) The product is [NH2:1][C:2]1[CH:7]=[CH:6][C:5]([C:8]2([C:11]([O:13][CH3:14])=[O:12])[CH2:10][CH2:9]2)=[CH:4][C:3]=1[C:17]#[C:16][Si:18]([CH3:21])([CH3:20])[CH3:19]. The yield is 0.560. The reactants are [NH2:1][C:2]1[CH:7]=[CH:6][C:5]([C:8]2([C:11]([O:13][CH3:14])=[O:12])[CH2:10][CH2:9]2)=[CH:4][C:3]=1Br.[C:16]([Si:18]([CH3:21])([CH3:20])[CH3:19])#[CH:17]. The catalyst is CCN(CC)CC.CN(C1C=CN=CC=1)C.Cl[Pd](Cl)([P](C1C=CC=CC=1)(C1C=CC=CC=1)C1C=CC=CC=1)[P](C1C=CC=CC=1)(C1C=CC=CC=1)C1C=CC=CC=1.